Predict the product of the given reaction. From a dataset of Forward reaction prediction with 1.9M reactions from USPTO patents (1976-2016). (1) Given the reactants [N+:1]([C:4]1[CH:12]=[C:11]2[C:7]([CH:8]=[CH:9][NH:10]2)=[CH:6][CH:5]=1)([O-:3])=[O:2].CCN(C(C)C)C(C)C.[C:22]1([CH3:28])[CH:27]=CC=C[CH:23]=1, predict the reaction product. The product is: [C:22]([C:8]1[C:7]2[C:11](=[CH:12][C:4]([N+:1]([O-:3])=[O:2])=[CH:5][CH:6]=2)[NH:10][CH:9]=1)([CH3:28])([CH3:27])[CH3:23]. (2) Given the reactants [Br:1]C1C=C(N=C=S)C=CC=1.BrC1C=C(NC(N)=S)C=CC=1.NC1[S:24][C:25]2[CH:31]=[CH:30][C:29](Br)=[CH:28][C:26]=2[N:27]=1, predict the reaction product. The product is: [NH2:27][C:26]1[CH:28]=[CH:29][C:30]([Br:1])=[CH:31][C:25]=1[SH:24].